Dataset: Reaction yield outcomes from USPTO patents with 853,638 reactions. Task: Predict the reaction yield, written as a fraction of the theoretical maximum amount of product (1.0 means a 100% yield; for example, 0.34 means a 34% yield). (1) The reactants are [OH:1][CH:2]([C:37]([CH3:40])([CH3:39])[CH3:38])[CH2:3][N:4]1[C:9](=[O:10])[C:8]([CH2:11][C:12]2[CH:17]=[CH:16][C:15]([C:18]3[CH:23]=[CH:22][CH:21]=[CH:20][C:19]=3[C:24]3[NH:28][C:27](=[O:29])[O:26][N:25]=3)=[CH:14][CH:13]=2)=[C:7]([CH2:30][CH2:31][CH3:32])[N:6]2[N:33]=[C:34]([CH3:36])[N:35]=[C:5]12.CC(OI1(OC(C)=O)(OC(C)=O)OC(=O)C2C=CC=CC1=2)=O.C(=O)([O-])O.[Na+].O.O.O.O.O.S([O-])([O-])(=O)=S.[Na+].[Na+]. The catalyst is C(OCC)(=O)C.C(#N)C. The product is [CH3:39][C:37]([CH3:38])([CH3:40])[C:2](=[O:1])[CH2:3][N:4]1[C:9](=[O:10])[C:8]([CH2:11][C:12]2[CH:13]=[CH:14][C:15]([C:18]3[CH:23]=[CH:22][CH:21]=[CH:20][C:19]=3[C:24]3[NH:28][C:27](=[O:29])[O:26][N:25]=3)=[CH:16][CH:17]=2)=[C:7]([CH2:30][CH2:31][CH3:32])[N:6]2[N:33]=[C:34]([CH3:36])[N:35]=[C:5]12. The yield is 0.850. (2) The product is [Cl:15][C:16]1[CH:17]=[C:18]([C:22](=[O:39])[CH2:23][O:24][C:25]2[CH:38]=[CH:37][C:28]([CH2:29][CH:30]3[S:34][C:33](=[O:35])[NH:32][C:31]3=[O:36])=[CH:27][CH:26]=2)[CH:19]=[CH:20][CH:21]=1. The yield is 0.470. The reactants are O=P12OP3(OP(OP(O3)(O1)=O)(=O)O2)=O.[Cl:15][C:16]1[CH:17]=[C:18]([CH:22]([OH:39])[CH2:23][O:24][C:25]2[CH:38]=[CH:37][C:28]([CH2:29][CH:30]3[S:34][C:33](=[O:35])[NH:32][C:31]3=[O:36])=[CH:27][CH:26]=2)[CH:19]=[CH:20][CH:21]=1.C(N(CC)C(C)C)(C)C.C([O-])(O)=O.[Na+]. The catalyst is C(Cl)Cl.CS(C)=O. (3) The reactants are [F:1][C:2]1[CH:15]=[C:14]([N+:16]([O-:18])=[O:17])[CH:13]=[CH:12][C:3]=1[O:4][C:5]1[N:10]=[CH:9][N:8]=[C:7]([NH2:11])[CH:6]=1.[CH2:19]([N:21]([CH2:24][CH3:25])[CH2:22][CH3:23])[CH3:20].ClC([O:29][C:30]1C=CC=CC=1)=O.[CH2:36]([N:38](CC)[CH2:39]CCNC)C. The catalyst is O1CCCC1.CN(C)C=O. The product is [F:1][C:2]1[CH:15]=[C:14]([N+:16]([O-:18])=[O:17])[CH:13]=[CH:12][C:3]=1[O:4][C:5]1[N:10]=[CH:9][N:8]=[C:7]([NH:11][C:30](=[O:29])[N:38]([CH2:39][CH2:20][CH2:19][N:21]([CH2:24][CH3:25])[CH2:22][CH3:23])[CH3:36])[CH:6]=1. The yield is 0.662. (4) The reactants are [NH2:1][S:2]([C:5]1[C:17]2[CH:16]=[CH:15][CH:14]=[C:10]([N:11]([CH3:13])[CH3:12])[C:9]=2[CH:8]=[CH:7][CH:6]=1)(=[O:4])=[O:3].C([O-])([O-])=O.[K+].[K+].[CH2:24](Br)[C:25]#[CH:26].[CH3:28][C:29]([CH3:31])=O. No catalyst specified. The product is [CH3:12][N:11]([CH3:13])[C:10]1[CH:14]=[CH:15][CH:16]=[C:17]2[C:9]=1[CH:8]=[CH:7][CH:6]=[C:5]2[S:2]([N:1]([CH2:31][C:29]#[CH:28])[CH2:24][C:25]#[CH:26])(=[O:3])=[O:4]. The yield is 0.820. (5) The reactants are [F:1][C:2]([F:9])([F:8])[C:3](OCC)=O.[NH2:10][CH2:11][CH:12]([OH:15])[CH2:13][NH2:14]. The catalyst is CC1C=CC(C)=CC=1. The product is [F:9][C:2]([F:1])([F:8])[C:3]1[NH:10][CH2:11][CH:12]([OH:15])[CH2:13][N:14]=1. The yield is 0.970. (6) The reactants are [F:1][C:2]1[CH:3]=[C:4]([CH:30]=[CH:31][CH:32]=1)[CH2:5][N:6]1[C:14]2[C:9](=[CH:10][C:11]([NH:15][C:16]3[C:21]4=[C:22]([CH2:25]OC(=O)C)[CH:23]=[CH:24][N:20]4[N:19]=[CH:18][N:17]=3)=[CH:12][CH:13]=2)[CH:8]=[N:7]1.C(OC(=O)[NH:39][C:40]([CH3:44])([CH3:43])[CH2:41][OH:42])(C)(C)C.CCN(C(C)C)C(C)C. The catalyst is C(#N)C. The product is [NH2:39][C:40]([CH3:43])([CH3:44])[CH2:41][O:42][CH2:25][C:22]1[CH:23]=[CH:24][N:20]2[C:21]=1[C:16]([NH:15][C:11]1[CH:10]=[C:9]3[C:14](=[CH:13][CH:12]=1)[N:6]([CH2:5][C:4]1[CH:30]=[CH:31][CH:32]=[C:2]([F:1])[CH:3]=1)[N:7]=[CH:8]3)=[N:17][CH:18]=[N:19]2. The yield is 0.120. (7) The reactants are C(O/[C:5](/[C:15]([O:17][CH3:18])=[O:16])=[C:6](/[O:11]C(=O)C)\[C:7]([O:9]C)=O)(=O)C.[NH2:19][C:20]1[NH:21][CH:22]=[CH:23][N:24]=1.C1(C)C=CC(S(O)(=O)=O)=CC=1.C(OCC)(=O)C. The catalyst is CO. The product is [CH3:18][O:17][C:15]([C:5]1[N:19]=[C:20]2[NH:24][CH:23]=[CH:22][N:21]2[C:7](=[O:9])[C:6]=1[OH:11])=[O:16]. The yield is 0.410. (8) The catalyst is C(O)C.O. The reactants are Cl.[NH2:2][C:3]1[C:8]([O:9][CH3:10])=[CH:7][C:6]([O:11][CH3:12])=[CH:5][C:4]=1[OH:13].F[C:15]1[CH:20]=[CH:19][C:18]([N+:21]([O-:23])=[O:22])=[CH:17][C:16]=1[N+:24]([O-:26])=[O:25].C([O-])(=O)C.[Na+]. The product is [N+:21]([C:18]1[CH:17]=[C:16]([N+:24]([O-:26])=[O:25])[CH:15]=[CH:20][C:19]=1[NH:2][C:3]1[C:8]([O:9][CH3:10])=[CH:7][C:6]([O:11][CH3:12])=[CH:5][C:4]=1[OH:13])([O-:23])=[O:22]. The yield is 0.820.